Dataset: Reaction yield outcomes from USPTO patents with 853,638 reactions. Task: Predict the reaction yield, written as a fraction of the theoretical maximum amount of product (1.0 means a 100% yield; for example, 0.34 means a 34% yield). (1) The reactants are [F:1][C:2]1[CH:3]=[C:4]([CH:28]=[C:29]([F:31])[CH:30]=1)[O:5][C:6]1[CH:11]=[CH:10][C:9]([C:12]2[C:20]3[C:15](=[N:16][CH:17]=[N:18][C:19]=3[NH2:21])[N:14]([C@@H:22]3[CH2:27][CH2:26][CH2:25][NH:24][CH2:23]3)[N:13]=2)=[CH:8][CH:7]=1.[C:32]([CH2:34][C:35](O)=[O:36])#[N:33].N1(C(N2C=CN=C2)=O)C=CN=C1. The catalyst is ClCCl. The product is [NH2:21][C:19]1[N:18]=[CH:17][N:16]=[C:15]2[N:14]([C@@H:22]3[CH2:27][CH2:26][CH2:25][N:24]([C:35](=[O:36])[CH2:34][C:32]#[N:33])[CH2:23]3)[N:13]=[C:12]([C:9]3[CH:10]=[CH:11][C:6]([O:5][C:4]4[CH:28]=[C:29]([F:31])[CH:30]=[C:2]([F:1])[CH:3]=4)=[CH:7][CH:8]=3)[C:20]=12. The yield is 0.620. (2) The reactants are [CH3:1][C:2]1[CH:3]=[C:4]([C:8]2[N:9]([C:17]3[CH:22]=[CH:21][C:20]([S:23]([NH2:26])(=[O:25])=[O:24])=[CH:19][CH:18]=3)[CH:10]=[C:11]([C:13]([F:16])([F:15])[F:14])[N:12]=2)[CH:5]=[N:6][CH:7]=1.[C:27](OC(=O)C)(=[O:29])[CH3:28].C(N(CC)CC)C. The catalyst is CN(C1C=CN=CC=1)C.O. The product is [CH3:1][C:2]1[CH:3]=[C:4]([C:8]2[N:9]([C:17]3[CH:18]=[CH:19][C:20]([S:23]([NH:26][C:27](=[O:29])[CH3:28])(=[O:25])=[O:24])=[CH:21][CH:22]=3)[CH:10]=[C:11]([C:13]([F:14])([F:16])[F:15])[N:12]=2)[CH:5]=[N:6][CH:7]=1. The yield is 0.720. (3) The reactants are [CH3:1][O:2][C:3]([C:5]1[CH:6]=[C:7](B(O)O)[CH:8]=[CH:9][CH:10]=1)=[O:4].P([O-])([O-])([O-])=O.[K+].[K+].[K+].Br[C:23]1[S:27][C:26]([S:28]([NH2:31])(=[O:30])=[O:29])=[CH:25][CH:24]=1.O1CCOCC1. The catalyst is CN(C=O)C. The product is [CH3:1][O:2][C:3](=[O:4])[C:5]1[CH:10]=[CH:9][CH:8]=[C:7]([C:23]2[S:27][C:26]([S:28](=[O:30])(=[O:29])[NH2:31])=[CH:25][CH:24]=2)[CH:6]=1. The yield is 0.530. (4) The catalyst is O.C(O)C.[C-]#N.[C-]#N.[C-]#N.[C-]#N.[C-]#N.[C-]#N.[K+].[K+].[K+].[Fe+3]. The reactants are [Cl:1][C:2]1[CH:18]=[CH:17][C:5]([C:6](=[S:16])[NH:7][C:8]2[CH:13]=[CH:12][C:11]([S:14][CH3:15])=[CH:10][CH:9]=2)=[CH:4][CH:3]=1.[OH-].[Na+]. The product is [Cl:1][C:2]1[CH:18]=[CH:17][C:5]([C:6]2[S:16][C:13]3[CH:12]=[C:11]([S:14][CH3:15])[CH:10]=[CH:9][C:8]=3[N:7]=2)=[CH:4][CH:3]=1. The yield is 0.670. (5) The reactants are [NH2:1][CH2:2][CH2:3][CH2:4][C@H:5]([NH:9][C:10]([O:12][CH2:13][C:14]1[CH:19]=[CH:18][CH:17]=[CH:16][CH:15]=1)=[O:11])[C:6]([OH:8])=[O:7].[O:20]=[C:21]1[C:29]2[C:24](=[CH:25][CH:26]=[CH:27][CH:28]=2)[C:23](=[O:30])N1C(OCC)=O.C=O.[CH3:38]C1C=CC(S(O)(=O)=O)=CC=1. The catalyst is CN1C(=O)CCC1.CCOC(C)=O.C1(C)C=CC=CC=1.CCOCC. The product is [O:20]=[C:21]1[C:29]2[C:24](=[CH:25][CH:26]=[CH:27][CH:28]=2)[C:23](=[O:30])[N:1]1[CH2:2][CH2:3][CH2:4][C@H:5]1[C:6](=[O:8])[O:7][CH2:38][N:9]1[C:10]([O:12][CH2:13][C:14]1[CH:15]=[CH:16][CH:17]=[CH:18][CH:19]=1)=[O:11]. The yield is 0.760.